Dataset: Reaction yield outcomes from USPTO patents with 853,638 reactions. Task: Predict the reaction yield, written as a fraction of the theoretical maximum amount of product (1.0 means a 100% yield; for example, 0.34 means a 34% yield). (1) The reactants are [NH2:1][CH2:2][CH2:3][C:4]1[N:5]=[C:6]([NH:9][C:10]([NH:12][C:13]2[CH:18]=[CH:17][C:16]([CH3:19])=[CH:15][C:14]=2[C:20]([CH:22]2[CH2:26][CH2:25][CH2:24][CH2:23]2)=[O:21])=[O:11])[S:7][CH:8]=1.Br[CH2:28][C:29]([O:31][CH3:32])=[O:30].CCN(CC)CC. The catalyst is C(Cl)Cl. The product is [CH3:32][O:31][C:29](=[O:30])[CH2:28][NH:1][CH2:2][CH2:3][C:4]1[N:5]=[C:6]([NH:9][C:10]([NH:12][C:13]2[CH:18]=[CH:17][C:16]([CH3:19])=[CH:15][C:14]=2[C:20]([CH:22]2[CH2:23][CH2:24][CH2:25][CH2:26]2)=[O:21])=[O:11])[S:7][CH:8]=1. The yield is 0.500. (2) The reactants are [Cl:1][S:2]([OH:5])(=O)=[O:3].[CH2:6]([O:8][C:9](=[O:29])[CH2:10][N:11]1[C:19]2[C:14](=[CH:15][C:16]([F:20])=[CH:17][CH:18]=2)[C:13]([CH2:21][C:22]2[CH:27]=[CH:26][CH:25]=[CH:24][CH:23]=2)=[C:12]1[CH3:28])[CH3:7]. No catalyst specified. The product is [CH2:6]([O:8][C:9](=[O:29])[CH2:10][N:11]1[C:19]2[C:14](=[CH:15][C:16]([F:20])=[CH:17][CH:18]=2)[C:13]([CH2:21][C:22]2[CH:23]=[CH:24][C:25]([S:2]([Cl:1])(=[O:5])=[O:3])=[CH:26][CH:27]=2)=[C:12]1[CH3:28])[CH3:7]. The yield is 0.940.